Dataset: Forward reaction prediction with 1.9M reactions from USPTO patents (1976-2016). Task: Predict the product of the given reaction. (1) Given the reactants COC(=O)[C:4]1[CH:9]=[CH:8][CH:7]=[C:6]([NH:10][C:11](=[O:38])[CH2:12][N:13]2[N:19]=[C:18]([CH:20]3[CH2:25][CH2:24][CH2:23][CH2:22][CH2:21]3)[C:17]3[CH:26]=[CH:27][CH:28]=[CH:29][C:16]=3[N:15]([CH2:30][C:31](=[O:36])[C:32]([CH3:35])([CH3:34])[CH3:33])[C:14]2=[O:37])[CH:5]=1.C1(C2C3C=CC=CC=3N(CC(N3CCN(C)CC3)=O)C(=O)N(CC(O)=O)N=2)CCCCC1.[C:72]([O:76][C:77](=[O:87])[N:78](C1C=CC=C(N)C=1)[CH3:79])([CH3:75])([CH3:74])[CH3:73].C1(C2C3C=CC=CC=3N(CC(=O)C(C)(C)C)C(=O)N(CC(O)=O)N=2)CCCCC1.COC(=O)C1C=CC=C(N)C=1, predict the reaction product. The product is: [C:72]([O:76][C:77](=[O:87])[N:78]([C:4]1[CH:9]=[CH:8][CH:7]=[C:6]([NH:10][C:11](=[O:38])[CH2:12][N:13]2[N:19]=[C:18]([CH:17]3[CH2:16][CH2:29][CH2:28][CH2:27][CH2:26]3)[C:20]3[CH:21]=[CH:22][CH:23]=[CH:24][C:25]=3[N:15]([CH2:30][C:31](=[O:36])[C:32]([CH3:34])([CH3:35])[CH3:33])[C:14]2=[O:37])[CH:5]=1)[CH3:79])([CH3:75])([CH3:74])[CH3:73]. (2) Given the reactants [NH:1]1[CH2:7][CH2:6][CH2:5][NH:4][CH2:3][CH2:2]1.Br[C:9]1[CH:14]=[CH:13][C:12]([Br:15])=[CH:11][N:10]=1.C(=O)([O-])[O-].[K+].[K+].O, predict the reaction product. The product is: [Br:15][C:12]1[CH:13]=[CH:14][C:9]([N:1]2[CH2:7][CH2:6][CH2:5][N:4]([C:9]3[CH:14]=[CH:13][C:12]([Br:15])=[CH:11][N:10]=3)[CH2:3][CH2:2]2)=[N:10][CH:11]=1. (3) Given the reactants [H-].[Na+].[Br:3][C:4]1[CH:9]=[CH:8][C:7]([CH2:10][CH:11]([NH:29][C:30](=[O:39])[O:31][CH2:32][C:33]2[CH:38]=[CH:37][CH:36]=[CH:35][CH:34]=2)[C:12]2[N:13]([S:23]([N:26]([CH3:28])[CH3:27])(=[O:25])=[O:24])[CH:14]=[C:15]([CH2:17][C:18]([CH3:22])([CH3:21])[CH2:19][CH3:20])[N:16]=2)=[CH:6][CH:5]=1.[CH3:40]I, predict the reaction product. The product is: [Br:3][C:4]1[CH:9]=[CH:8][C:7]([CH2:10][CH:11]([N:29]([CH3:40])[C:30](=[O:39])[O:31][CH2:32][C:33]2[CH:34]=[CH:35][CH:36]=[CH:37][CH:38]=2)[C:12]2[N:13]([S:23]([N:26]([CH3:28])[CH3:27])(=[O:24])=[O:25])[CH:14]=[C:15]([CH2:17][C:18]([CH3:22])([CH3:21])[CH2:19][CH3:20])[N:16]=2)=[CH:6][CH:5]=1. (4) Given the reactants Br[C:2]1[CH:7]=[CH:6][CH:5]=[CH:4][N:3]=1.[CH2:8]([N:12]1[N:16]=[C:15]2[CH:17]=[CH:18][CH:19]=[C:20]([Cl:21])[C:14]2=[N:13]1)[CH2:9][C:10]#[CH:11], predict the reaction product. The product is: [Cl:21][C:20]1[C:14]2[C:15](=[N:16][N:12]([CH2:8][CH2:9][C:10]#[C:11][C:2]3[CH:7]=[CH:6][CH:5]=[CH:4][N:3]=3)[N:13]=2)[CH:17]=[CH:18][CH:19]=1. (5) Given the reactants [Cl:1][C:2]1[C:18]([N+:19]([O-])=O)=[CH:17][C:5]([CH2:6][NH:7][C:8]([C:10]2([C:13]([F:16])([F:15])[F:14])[CH2:12][CH2:11]2)=[O:9])=[CH:4][C:3]=1[F:22], predict the reaction product. The product is: [NH2:19][C:18]1[CH:17]=[C:5]([CH:4]=[C:3]([F:22])[C:2]=1[Cl:1])[CH2:6][NH:7][C:8]([C:10]1([C:13]([F:14])([F:15])[F:16])[CH2:11][CH2:12]1)=[O:9]. (6) Given the reactants [CH3:1][O:2][C:3](=[O:12])[C:4]1[C:9]([OH:10])=[CH:8][CH:7]=[C:6]([Br:11])[N:5]=1.[H-].[Na+].[O:15]([CH2:22][CH2:23][CH2:24]Br)[C:16]1[CH:21]=[CH:20][CH:19]=[CH:18][CH:17]=1, predict the reaction product. The product is: [CH3:1][O:2][C:3]([C:4]1[C:9]([O:10][CH2:24][CH2:23][CH2:22][O:15][C:16]2[CH:21]=[CH:20][CH:19]=[CH:18][CH:17]=2)=[CH:8][CH:7]=[C:6]([Br:11])[N:5]=1)=[O:12]. (7) Given the reactants C([O:3][C:4](=[O:20])[C@@H:5]([O:18][CH3:19])[CH2:6][C:7]1[CH:12]=[CH:11][C:10]([O:13][CH2:14][C:15]([OH:17])=O)=[CH:9][CH:8]=1)C.[CH:21]([N:34]1[CH2:39][CH2:38][NH:37][CH2:36][CH2:35]1)([C:28]1[CH:33]=[CH:32][CH:31]=[CH:30][CH:29]=1)[C:22]1[CH:27]=[CH:26][CH:25]=[CH:24][CH:23]=1.C(O[C@@H](CC1C=CC(O[C@@H](C(=O)NCCC2C=CC(OC3C=CC=CC=3)=CC=2)C)=CC=1)C(O)=O)C, predict the reaction product. The product is: [CH:21]([N:34]1[CH2:39][CH2:38][N:37]([C:15](=[O:17])[CH2:14][O:13][C:10]2[CH:9]=[CH:8][C:7]([CH2:6][C@H:5]([O:18][CH3:19])[C:4]([OH:3])=[O:20])=[CH:12][CH:11]=2)[CH2:36][CH2:35]1)([C:28]1[CH:33]=[CH:32][CH:31]=[CH:30][CH:29]=1)[C:22]1[CH:27]=[CH:26][CH:25]=[CH:24][CH:23]=1. (8) Given the reactants [Cl:1][C:2]1[CH:7]=[CH:6][N:5]=[C:4]([CH2:8]O)[C:3]=1[O:10][CH3:11].CN(C=O)C.S(Cl)([Cl:19])=O, predict the reaction product. The product is: [Cl-:1].[Cl:1][C:2]1[CH:7]=[CH:6][NH+:5]=[C:4]([CH2:8][Cl:19])[C:3]=1[O:10][CH3:11]. (9) The product is: [ClH:48].[N:1]1[CH:6]=[CH:5][CH:4]=[CH:3][C:2]=1[CH2:7][NH:8][CH2:16][C:17]1[C:26]2[C:21](=[CH:22][CH:23]=[CH:24][CH:25]=2)[C:20]([C:27]([NH:29][C@@H:30]([CH2:34][CH2:35][CH2:36][NH:37][C@H:38]2[C:47]3[N:46]=[CH:45][CH:44]=[CH:43][C:42]=3[CH2:41][CH2:40][CH2:39]2)[C:31]([OH:33])=[O:32])=[O:28])=[CH:19][CH:18]=1. Given the reactants [N:1]1[CH:6]=[CH:5][CH:4]=[CH:3][C:2]=1[CH2:7][N:8]([CH2:16][C:17]1[C:26]2[C:21](=[CH:22][CH:23]=[CH:24][CH:25]=2)[C:20]([C:27]([NH:29][C@@H:30]([CH2:34][CH2:35][CH2:36][NH:37][C@H:38]2[C:47]3[N:46]=[CH:45][CH:44]=[CH:43][C:42]=3[CH2:41][CH2:40][CH2:39]2)[C:31]([OH:33])=[O:32])=[O:28])=[CH:19][CH:18]=1)C(OC(C)(C)C)=O.[ClH:48].O1CCOCC1, predict the reaction product. (10) Given the reactants [CH3:1][NH:2][O:3][CH2:4][C:5]1[N:6]([CH2:14]CC(O)=O)[C:7]2[C:12]([CH:13]=1)=[CH:11][CH:10]=[CH:9][CH:8]=2.CO.[CH3:21][C:22]([CH3:24])=O.[CH3:25][C:26]([OH:28])=[O:27], predict the reaction product. The product is: [CH3:21][C:22]1([CH3:24])[C:13]2[C:12]3[CH:11]=[CH:10][CH:9]=[CH:8][C:7]=3[N:6]([CH2:14][CH2:25][C:26]([OH:28])=[O:27])[C:5]=2[CH2:4][O:3][N:2]1[CH3:1].